Dataset: Catalyst prediction with 721,799 reactions and 888 catalyst types from USPTO. Task: Predict which catalyst facilitates the given reaction. (1) Reactant: C([O:5][C:6]([C:8]1[N:16]=[CH:15][N:14]=[C:13]2[C:9]=1[NH:10][C:11](=[O:38])[N:12]2[C:17]1[CH:22]=[C:21]([O:23][CH2:24][C:25]2[C:30]([O:31][CH3:32])=[CH:29][CH:28]=[C:27]([F:33])[C:26]=2[F:34])[C:20]([O:35][CH3:36])=[CH:19][C:18]=1[Cl:37])=O)CCC.[H-].C([Al+]CC(C)C)C(C)C.Cl. Product: [Cl:37][C:18]1[CH:19]=[C:20]([O:35][CH3:36])[C:21]([O:23][CH2:24][C:25]2[C:30]([O:31][CH3:32])=[CH:29][CH:28]=[C:27]([F:33])[C:26]=2[F:34])=[CH:22][C:17]=1[N:12]1[C:11](=[O:38])[NH:10][C:9]2[C:13]1=[N:14][CH:15]=[N:16][C:8]=2[CH2:6][OH:5]. The catalyst class is: 7. (2) Reactant: C1C2N[C:11]3[C:6](=[CH:7][CH:8]=[CH:9][CH:10]=3)[C:5]=2[CH:4]=C(C(OCC)=O)N=1.[H-].[Na+].[CH2:21]([N:28]1[C:40]2[C:39]([CH3:41])=[N:38][C:37]([C:42]([O:44][CH2:45][CH3:46])=[O:43])=[CH:36][C:35]=2[C:34]2[C:29]1=[CH:30][CH:31]=[CH:32][CH:33]=2)C1C=CC=CC=1. Product: [C:6]1([CH2:5][CH2:4][CH2:21][N:28]2[C:40]3[C:39]([CH3:41])=[N:38][C:37]([C:42]([O:44][CH2:45][CH3:46])=[O:43])=[CH:36][C:35]=3[C:34]3[C:29]2=[CH:30][CH:31]=[CH:32][CH:33]=3)[CH:11]=[CH:10][CH:9]=[CH:8][CH:7]=1. The catalyst class is: 3. (3) Reactant: [CH3:1][C@:2]12[C@@:19]3([CH3:20])[C@@H:10]([C@:11]4([CH3:33])[C@@H:16]([CH2:17][CH2:18]3)[C:15]([CH3:22])([CH3:21])[C:14]([C:23]3[CH:32]=[CH:31][C:26]([C:27]([O:29][CH3:30])=[O:28])=[CH:25][CH:24]=3)=[CH:13][CH2:12]4)[CH2:9][CH2:8][C@@H:7]1[C@H:6]1[C@H:34]([C:37]([CH3:39])=[CH2:38])[CH2:35][CH2:36][C@:5]1([NH:40][C:41]([NH2:43])=[S:42])[CH2:4][CH2:3]2.C(N(CC)C(C)C)(C)C.Br[CH:54]([CH3:58])[C:55](=O)[CH3:56].O. Product: [CH3:58][C:54]1[N:43]=[C:41]([NH:40][C@:5]23[CH2:36][CH2:35][C@@H:34]([C:37]([CH3:39])=[CH2:38])[C@@H:6]2[C@@H:7]2[C@@:2]([CH3:1])([CH2:3][CH2:4]3)[C@@:19]3([CH3:20])[C@@H:10]([C@:11]4([CH3:33])[C@@H:16]([CH2:17][CH2:18]3)[C:15]([CH3:21])([CH3:22])[C:14]([C:23]3[CH:32]=[CH:31][C:26]([C:27]([O:29][CH3:30])=[O:28])=[CH:25][CH:24]=3)=[CH:13][CH2:12]4)[CH2:9][CH2:8]2)[S:42][C:55]=1[CH3:56]. The catalyst class is: 3. (4) The catalyst class is: 38. Reactant: Br[CH2:2][C:3]1[CH:10]=[CH:9][C:6]([CH:7]=[O:8])=[CH:5][CH:4]=1.[OH:11][C:12]1[CH:17]=[CH:16][C:15]([SH:18])=[CH:14][CH:13]=1.C(N(CC)CC)C. Product: [OH:11][C:12]1[CH:17]=[CH:16][C:15]([S:18][CH2:2][C:3]2[CH:10]=[CH:9][C:6]([CH:7]=[O:8])=[CH:5][CH:4]=2)=[CH:14][CH:13]=1. (5) Reactant: [C:1]([CH:3]([CH3:9])[C:4]([O:6][CH2:7][CH3:8])=[O:5])#[N:2].[H-].[Na+].BrC[CH2:14][O:15][C:16](=[O:21])[C:17]([CH3:20])([CH3:19])[CH3:18].[CH3:22]N(C)C=O. Product: [CH2:7]([O:6][C:4](=[O:5])[C:3]([C:1]#[N:2])([CH3:22])[CH2:9][CH2:14][O:15][C:16](=[O:21])[C:17]([CH3:20])([CH3:19])[CH3:18])[CH3:8]. The catalyst class is: 25. (6) Reactant: CC1N(CC[C:9]2[CH:14]=[CH:13][C:12]([O:15][CH2:16][CH2:17][CH2:18][CH2:19][CH2:20][CH2:21][C:22]3[CH:27]=[CH:26][CH:25]=[CH:24][CH:23]=3)=[CH:11][CH:10]=2)C(C2C=CC(O)=CC=2)=CC=1.[OH:35][C@@H:36]([CH2:42][C:43]1[CH:48]=[CH:47][CH:46]=[CH:45][CH:44]=1)[C:37]([O:39][CH2:40][CH3:41])=[O:38].[C:62]1(P([C:62]2[CH:67]=[CH:66][CH:65]=[CH:64][CH:63]=2)[C:62]2[CH:67]=[CH:66][CH:65]=[CH:64][CH:63]=2)[CH:67]=[CH:66][CH:65]=[CH:64][CH:63]=1.N(C([N:80]1[CH2:85][CH2:84][CH2:83][CH2:82][CH2:81]1)=O)=NC([N:80]1[CH2:85][CH2:84][CH2:83][CH2:82][CH2:81]1)=O. Product: [CH3:82][C:81]1[N:80]([C:9]2[CH:10]=[CH:11][C:12]([O:15][CH2:16][CH2:17][CH2:18][CH2:19][CH2:20][CH2:21][C:22]3[CH:23]=[CH:24][CH:25]=[CH:26][CH:27]=3)=[CH:13][CH:14]=2)[C:85]([C:62]2[CH:63]=[CH:64][C:65]([O:35][C@H:36]([CH2:42][C:43]3[CH:44]=[CH:45][CH:46]=[CH:47][CH:48]=3)[C:37]([O:39][CH2:40][CH3:41])=[O:38])=[CH:66][CH:67]=2)=[CH:84][CH:83]=1. The catalyst class is: 93. (7) Reactant: [CH:1]1([OH:6])[CH2:5][CH:4]=[CH:3][CH2:2]1.[H-].[Na+].Cl[CH2:10][C:11]1[CH:16]=[CH:15][C:14]([O:17][CH3:18])=[CH:13][CH:12]=1. Product: [CH:1]1([O:6][CH2:10][C:11]2[CH:16]=[CH:15][C:14]([O:17][CH3:18])=[CH:13][CH:12]=2)[CH2:5][CH:4]=[CH:3][CH2:2]1. The catalyst class is: 1.